Dataset: Reaction yield outcomes from USPTO patents with 853,638 reactions. Task: Predict the reaction yield, written as a fraction of the theoretical maximum amount of product (1.0 means a 100% yield; for example, 0.34 means a 34% yield). (1) The reactants are [NH:1]1[CH:5]=[C:4]([C:6]2[C:7]([C:15]3[CH:20]=[CH:19][CH:18]=[CH:17][CH:16]=3)=[N:8][O:9][C:10]=2[C:11]([F:14])([F:13])[F:12])[N:3]=[CH:2]1.Cl[C:22]1[N:27]=[CH:26][CH:25]=[CH:24][N:23]=1. No catalyst specified. The product is [C:15]1([C:7]2[C:6]([C:4]3[N:3]=[CH:2][N:1]([C:22]4[N:27]=[CH:26][CH:25]=[CH:24][N:23]=4)[CH:5]=3)=[C:10]([C:11]([F:14])([F:12])[F:13])[O:9][N:8]=2)[CH:16]=[CH:17][CH:18]=[CH:19][CH:20]=1. The yield is 0.350. (2) The reactants are [Cl:1][C:2]1[C:3]([O:30][C@H:31]2[CH2:36][C@@H:35]([OH:37])[CH2:34][CH2:33][C@@H:32]2[C:38]2[N:42]([CH3:43])[N:41]=[CH:40][CH:39]=2)=[CH:4][C:5]([F:29])=[C:6]([S:8]([N:11](CC2C=CC(OC)=CC=2OC)[C:12]2[CH:17]=[CH:16][N:15]=[CH:14][N:13]=2)(=[O:10])=[O:9])[CH:7]=1.C([SiH](CC)CC)C.FC(F)(F)C(O)=O. The catalyst is ClCCl. The product is [Cl:1][C:2]1[C:3]([O:30][C@H:31]2[CH2:36][C@@H:35]([OH:37])[CH2:34][CH2:33][C@@H:32]2[C:38]2[N:42]([CH3:43])[N:41]=[CH:40][CH:39]=2)=[CH:4][C:5]([F:29])=[C:6]([S:8]([NH:11][C:12]2[CH:17]=[CH:16][N:15]=[CH:14][N:13]=2)(=[O:10])=[O:9])[CH:7]=1. The yield is 0.770. (3) The reactants are CCN(C(C)C)C(C)C.C1([C@H]([N:18]2[CH2:23][CH2:22][O:21][C@H:20]([C@H:24]([C:36]3[CH:41]=[CH:40][CH:39]=[CH:38][CH:37]=3)[S:25][C:26]3[CH:31]=[CH:30][CH:29]=[CH:28][C:27]=3[C:32]([F:35])([F:34])[F:33])[CH2:19]2)C)C=CC=CC=1.ClC(OC(Cl)C)=O. The catalyst is ClCCl. The product is [C:36]1([C@H:24]([S:25][C:26]2[CH:31]=[CH:30][CH:29]=[CH:28][C:27]=2[C:32]([F:33])([F:34])[F:35])[C@H:20]2[O:21][CH2:22][CH2:23][NH:18][CH2:19]2)[CH:37]=[CH:38][CH:39]=[CH:40][CH:41]=1. The yield is 0.430. (4) The catalyst is C(Cl)Cl. The reactants are [C:1]([C:5]1[CH:6]=[C:7]([CH:15]=[C:16]([C:18]2[N:19]([CH2:28][CH:29]3[CH2:34][CH2:33][CH2:32][CH2:31][CH2:30]3)[C:20]([CH3:27])=[C:21]([S:23](=[O:26])(=[O:25])[NH2:24])[CH:22]=2)[CH:17]=1)[C:8]([O:10]C(C)(C)C)=[O:9])([CH3:4])([CH3:3])[CH3:2].C(O)(C(F)(F)F)=O. The yield is 0.910. The product is [C:1]([C:5]1[CH:6]=[C:7]([CH:15]=[C:16]([C:18]2[N:19]([CH2:28][CH:29]3[CH2:30][CH2:31][CH2:32][CH2:33][CH2:34]3)[C:20]([CH3:27])=[C:21]([S:23](=[O:26])(=[O:25])[NH2:24])[CH:22]=2)[CH:17]=1)[C:8]([OH:10])=[O:9])([CH3:4])([CH3:2])[CH3:3]. (5) The reactants are [Br:1][C:2]1[CH:3]=[C:4]([C:18]([O:20][CH2:21][CH3:22])=[O:19])[N:5]([CH2:7][C:8]2[CH:13]=[C:12]([Cl:14])[CH:11]=[CH:10][C:9]=2[N+:15]([O-])=O)[CH:6]=1. The catalyst is C(O)(=O)C.[Fe]. The product is [NH2:15][C:9]1[CH:10]=[CH:11][C:12]([Cl:14])=[CH:13][C:8]=1[CH2:7][N:5]1[CH:6]=[C:2]([Br:1])[CH:3]=[C:4]1[C:18]([O:20][CH2:21][CH3:22])=[O:19]. The yield is 0.920. (6) The reactants are [CH3:1][O:2][C:3](=[O:14])[C:4]1[CH:9]=[CH:8][CH:7]=[C:6]([N+:10]([O-])=O)[C:5]=1[OH:13]. The catalyst is C(O)C.[Pd]. The product is [CH3:1][O:2][C:3](=[O:14])[C:4]1[CH:9]=[CH:8][CH:7]=[C:6]([NH2:10])[C:5]=1[OH:13]. The yield is 0.880.